From a dataset of Catalyst prediction with 721,799 reactions and 888 catalyst types from USPTO. Predict which catalyst facilitates the given reaction. Reactant: [Br:1][C:2]1[CH:3]=[C:4]([C:15]([F:18])([F:17])[F:16])[C:5]2[N:6]([C:8]([Cl:14])=[C:9]([C:11]([OH:13])=O)[N:10]=2)[CH:7]=1.[CH3:19][C@H:20]1[O:24][C:23](=[O:25])[N:22]([CH:26]2[CH2:31][CH2:30][NH:29][CH2:28][CH2:27]2)[C:21]1=[O:32].C(N(CC)C(C)C)(C)C.CN(C(ON1N=NC2C=CC=NC1=2)=[N+](C)C)C.F[P-](F)(F)(F)(F)F. Product: [Br:1][C:2]1[CH:3]=[C:4]([C:15]([F:18])([F:17])[F:16])[C:5]2[N:6]([C:8]([Cl:14])=[C:9]([C:11]([N:29]3[CH2:28][CH2:27][CH:26]([N:22]4[C:21](=[O:32])[C@@H:20]([CH3:19])[O:24][C:23]4=[O:25])[CH2:31][CH2:30]3)=[O:13])[N:10]=2)[CH:7]=1. The catalyst class is: 31.